Dataset: Reaction yield outcomes from USPTO patents with 853,638 reactions. Task: Predict the reaction yield, written as a fraction of the theoretical maximum amount of product (1.0 means a 100% yield; for example, 0.34 means a 34% yield). (1) The reactants are [NH2:1][NH:2][C:3]([NH2:5])=[S:4].[F:6][C@@H:7]([CH3:11])[C:8](O)=O.O=P(Cl)(Cl)Cl. The catalyst is O1CCOCC1. The product is [F:6][C@H:7]([C:11]1[S:4][C:3]([NH2:5])=[N:2][N:1]=1)[CH3:8]. The yield is 0.700. (2) The reactants are [NH2:1][CH2:2][CH2:3][C@H:4]([NH:15][C:16](=[O:31])[C:17]1[CH:22]=[CH:21][C:20]([C:23]([N:25]2[CH2:29][CH2:28][CH2:27][CH2:26]2)=[O:24])=[C:19]([CH3:30])[CH:18]=1)[C:5]1[NH:9][C:8]2[CH:10]=[CH:11][C:12]([Cl:14])=[CH:13][C:7]=2[N:6]=1.[CH3:32][S:33](Cl)(=[O:35])=[O:34].C(N(CC)CC)C.ClCl. The catalyst is ClCCl.ClCCl.C(O)C. The product is [Cl:14][C:12]1[CH:11]=[CH:10][C:8]2[NH:9][C:5]([C@@H:4]([NH:15][C:16](=[O:31])[C:17]3[CH:22]=[CH:21][C:20]([C:23]([N:25]4[CH2:29][CH2:28][CH2:27][CH2:26]4)=[O:24])=[C:19]([CH3:30])[CH:18]=3)[CH2:3][CH2:2][NH:1][S:33]([CH3:32])(=[O:35])=[O:34])=[N:6][C:7]=2[CH:13]=1. The yield is 0.370. (3) The reactants are Br[CH2:2][CH2:3][CH2:4][CH2:5][CH2:6][CH2:7][OH:8].[N-:9]=[N+:10]=[N-:11].[Na+]. The catalyst is C(O)C. The product is [N:9]([CH2:2][CH2:3][CH2:4][CH2:5][CH2:6][CH2:7][OH:8])=[N+:10]=[N-:11]. The yield is 0.880.